Dataset: Forward reaction prediction with 1.9M reactions from USPTO patents (1976-2016). Task: Predict the product of the given reaction. Given the reactants [F:1][C:2]1[CH:7]=[CH:6][CH:5]=[CH:4][C:3]=1[CH:8]=[CH:9][C:10]([NH:12][C@H:13]([C:25]([OH:27])=[O:26])[CH2:14][CH2:15][CH2:16][NH:17]C(OC(C)(C)C)=O)=[O:11].[ClH:28].O1CCOCC1, predict the reaction product. The product is: [ClH:28].[F:1][C:2]1[CH:7]=[CH:6][CH:5]=[CH:4][C:3]=1[CH:8]=[CH:9][C:10]([NH:12][C@H:13]([C:25]([OH:27])=[O:26])[CH2:14][CH2:15][CH2:16][NH2:17])=[O:11].